From a dataset of Carcinogenicity classification data from Lagunin et al.. Regression/Classification. Given a drug SMILES string, predict its toxicity properties. Task type varies by dataset: regression for continuous values (e.g., LD50, hERG inhibition percentage) or binary classification for toxic/non-toxic outcomes (e.g., AMES mutagenicity, cardiotoxicity, hepatotoxicity). Dataset: carcinogens_lagunin. (1) The compound is CC(CCl)OC(C)CCl. The result is 1 (carcinogenic). (2) The drug is Cn1ccnc1S. The result is 0 (non-carcinogenic). (3) The compound is CN1C2CCC1CC(O)C2. The result is 0 (non-carcinogenic). (4) The molecule is COc1c2c(cc3c1OCO3)CCN(C)C2. The result is 0 (non-carcinogenic). (5) The drug is COC(=O)C1=CO[C@@H](C)[C@H]2CN3CCc4c([nH]c5ccccc45)[C@@H]3C[C@H]12. The result is 0 (non-carcinogenic). (6) The compound is CCN1C[C@]2(COC)CC[C@H](OC)[C@@]34C1[C@]1(OCO[C@@]15C[C@H](OC)[C@H]1C[C@@H]3[C@@H]5[C@H]1OC)[C@@H](O)[C@H]24. The result is 0 (non-carcinogenic).